This data is from Experimentally validated miRNA-target interactions with 360,000+ pairs, plus equal number of negative samples. The task is: Binary Classification. Given a miRNA mature sequence and a target amino acid sequence, predict their likelihood of interaction. The miRNA is hsa-miR-4451 with sequence UGGUAGAGCUGAGGACA. The protein sequence of the target gene is MPGVKLTTQAYCKMVLHGAKYPHCAVNGLLVAEKQKPRKEHLPLGGPGAHHTLFVDCIPLFHGTLALAPMLEVALTLIDSWCKDHSYVIAGYYQANERVKDASPNQVAEKVASRIAEGFSDTALIMVDNTKFTMDCVAPTIHVYEHHENRWRCRDPHHDYCEDWPEAQRISASLLDSRSYETLVDFDNHLDDIRNDWTNPEINKAVLHLC. Result: 0 (no interaction).